From a dataset of B-cell epitopes from IEDB database with 3,159 antigens for binding position prediction. Token-level Classification. Given an antigen amino acid sequence, predict which amino acid positions are active epitope sites capable of antibody binding. Output is a list of indices for active positions. (1) Given the antigen sequence: MSQKPAKEGPRLSKNQKYSEHFSIHCCPPFTFLNSKKEIVDRKYSICKSGCFYQKKEEDWICCACQKTRTSRRAKPPQRPKQQPAAPPAVVRAPAKPRSPPRSERQPRSPPRSERQPRSPPRSERQPRSPPRSERQPRPRPEVRPPPAKQRPPQKSKQQPRSSPLRGPGASRGGSPVKASRFW, which amino acid positions are active epitope sites? The epitope positions are: [167, 168, 169, 170, 171, 172, 173, 174, 175, 176, 177, 178, 179, 180, 181]. The amino acids at these positions are: PGASRGGSPVKASRF. (2) Given the antigen sequence: MNFAVLPPEVNSARIFAGAGLGPMLAAASAWDGLAEELHAAAGSFASVTTGLAGDAWHGPASLAMTRAASPYVGWLNTAAGQAAQAAGQARLAASAFEATLAATVSPAMVAANRTRLASLVAANLLGQNAPAIAAAEAEYEQIWAQDVAAMFGYHSAASAVATQLAPIQEGLQQQLQNVLAQLASGNLGSGNVGVGNIGNDNIGNANIGFGNRGDANIGIGNIGDRNLGIGNTGNWNIGIGITGNGQIGFGKPANPDVLVVGNGGPGVTALVMGGTDSLLPLPNIPLLEYAARFITPVHPGYTATFLETPSQFFPFTGLNSLTYDVSVAQGVTNLHTAIMAQLAAGNEVVVFGTSQSATIATFEMRYLQSLPAHLRPGLDELSFTLTGNPNRPDGGILTRFGFSIPQLGFTLSGATPADAYPTVDYAFQYDGVNDFPKYPLNVFATANAIAGILFLHSGLIALPPDLASGVVQPVSSPDVLTTYILLPSQDLPLLVPLRA..., which amino acid positions are active epitope sites? The epitope positions are: [375, 376, 377, 378, 379, 380, 381, 382, 383, 384, 385, 386]. The amino acids at these positions are: RPGLDELSFTLT. (3) Given the antigen sequence: MPITINNFRYSDPVNNDTIIMMEPPYCKGLDIYYKAFKITDRIWIVPERYEFGTKPEDFNPPSSLIEGASEYYDPNYLRTDSDKDRFLQTMVKLFNRIKNNVAGEALLDKIINAIPYLGNSYSLLDKFDTNSNSVSFNLLEQDPSGATTKSAMLTNLIIFGPGPVLNKNEVRGIVLRVDNKNYFPCRDGFGSIMQMAFCPEYVPTFDNVIENITSLTIGKSKYFQDPALLLMHELIHVLHGLYGMQVSSHEIIPSKQEIYMQHTYPISAEELFTFGGQDANLISIDIKNDLYEKTLNDYKAIANKLSQVTSCNDPNIDIDSYKQIYQQKYQFDKDSNGQYIVNEDKFQILYNSIMYGFTEIELGKKFNIKTRLSYFSMNHDPVKIPNLLDDTIYNDTEGFNIESKDLKSEYKGQNMRVNTNAFRNVDGSGLVSKLIGLCKKIIPPTNIRENLYNRTASLTDLGGELCIKIKNEDLTFIAEKNSFSEEPFQDEIVSYNTKN..., which amino acid positions are active epitope sites? The epitope positions are: [73, 74, 75, 76, 77, 78, 79, 80, 81, 82, 83, 84, 85, 86, 87, 88, 89, 90, 91, 92... (27 total positions)]. The amino acids at these positions are: DPNYLRTDSDKDRFLQTMVKLFNRIKN. (4) Given the antigen sequence: MSTNPKPQRQTKRNTNRRPQDVKFPGGGQIVGGVYLLPRRGPRLGVRATRKTSERSQPRGRRQPIPKARRPEGRTWAQPGYPWPLYGNEGMGWAGWLLSPRGSRPNWGPTDPRRKSRNLGKVIDTLTCGFADLMGYIPLVGAPLGGVARALAHGVRVLEDGVNYATGNLPGCSFSIFLLALLSCLTIPVSAYEVRNASGGYHVTNDCSNSSIVYEAADMIMHTPGCVPCVRENNSSRCWVALTPTLAARNASVPTTTIRHHVDLLVGTAAFCSAMYVGDLCGSVFLVSQLFTFSPRRHETVQDCNCSIYPGHLTGHRMAWDMMMNWSPTAALVVSQLLRIPQAVVDMVAGAHWGVLAGLAYYSMAGNWAKVLIVMLLFAGVDGDTRLMGSSAGRTVSGFTSLFTQGPKQKVQLMNTNGSWHINRTALNCNDSLNTGFLTALFYTGNFNSSGCKERLASCRSIDKFNQGWGPITYAKHNNLDQRPYCWHYAPRPCGIVPAS..., which amino acid positions are active epitope sites? The epitope positions are: [483, 484, 485, 486, 487, 488, 489, 490, 491, 492, 493, 494, 495, 496, 497, 498, 499, 500, 501, 502]. The amino acids at these positions are: PYCWHYAPRPCGIVPASQVC. (5) Given the antigen sequence: MGKFLATLILFFQFCPLIFGDYSPSCCTLTIGVSSYHSKPCNPAQPVCSWTLDLLALSADQALQPPCPNLISYSCYHATYSLYLFPHWIKKPNRNGGGYYSASYSDPCSLKCPYLGCQSWTCPYTGAVSSPYWKFQHDVNFTQEVSRLNINLHFSKCGFPFSLLVDAPGYDPIWFLNTEPSQLPPTAPPLLPHSNLDHILEPSIPWKSKLLTLVQLTLQSTNYTCIVCIDRASLSTWHVLYSPNVSVPSSSSTPLLYPSLALPAPHLTLPFNWTHCFDPQIQAIVSSPCHNSLILPPFSLSPVPTLGSRSRRAVPVAVWLVSALAMGAGVAGGITGSMSLASGKSLLHEVDKDISQLTQAIVNNHKNLLKIAQYAAQNRRGLDLLFWEQGGLCKALQEQCRFPNITNSHVSILQERPPLENRVLTGWGLNWDLGLSQWAREALQTGITLVALLLLVILAGPCILRQLRHLPSRVRHPHYSLINPESSL, which amino acid positions are active epitope sites? The epitope positions are: [272, 273, 274, 275, 276, 277, 278, 279, 280, 281, 282, 283, 284, 285, 286, 287, 288, 289, 290, 291... (23 total positions)]. The amino acids at these positions are: WTHCFDPQIQAIVSSPCHNSLIL. (6) Given the antigen sequence: TTATGESADPVTTTVENYGGETQVQRRHHTDVAFVLDRFVKVTVSGNQHTLDVMQAHKDNIVGALLRAATYYFSDLEIAVTHTGKLTWVPNGAPVSALDNTTNPTAYHKGPLTRLALPYTAPHRVLATAYTGTTTYTASTRGDLAHLTATHARHLPTSFNFGAVKAETITELLVRMKRAELYCPRPILPIQPTGDRHKQPLVAPAKQLL, which amino acid positions are active epitope sites? The epitope positions are: [18, 19, 20, 21, 22, 23]. The amino acids at these positions are: GGETQV.